From a dataset of hERG Central: cardiac toxicity at 1µM, 10µM, and general inhibition. Predict hERG channel inhibition at various concentrations. (1) The drug is Cc1ccc2nc(N3CCN(CCO)CC3)nc(-c3ccccc3)c2c1. Results: hERG_inhib (hERG inhibition (general)): blocker. (2) The compound is COc1cccc(NC(=O)CN(C)C(=O)c2cc(S(=O)(=O)N3CCCCCC3)ccc2OC)c1. Results: hERG_inhib (hERG inhibition (general)): blocker. (3) The compound is N#Cc1ccc(OCC(O)CN2CCN(CC(O)COc3ccc(C#N)cc3)CC2)cc1. Results: hERG_inhib (hERG inhibition (general)): blocker. (4) The drug is Cc1cc(C)c2nc(N3CCC(C(=O)NCCCN4CC(C)CC(C)C4)CC3)sc2c1. Results: hERG_inhib (hERG inhibition (general)): blocker. (5) The drug is CCC1CCCCN1S(=O)(=O)c1ccc2[nH]c(=O)ccc2c1. Results: hERG_inhib (hERG inhibition (general)): blocker. (6) The drug is COc1ccc(-n2c(Cc3ccccc3)nnc2SCC(=O)N2CCCc3ccccc32)cc1. Results: hERG_inhib (hERG inhibition (general)): blocker. (7) The compound is Cn1c(CN2CCCCC2)nc2cc(NC(=O)c3cccc(Br)c3)ccc21. Results: hERG_inhib (hERG inhibition (general)): blocker. (8) The compound is O=C(c1cncc(Br)c1)N1CCN(c2ccc([N+](=O)[O-])cc2)CC1. Results: hERG_inhib (hERG inhibition (general)): blocker. (9) Results: hERG_inhib (hERG inhibition (general)): blocker. The drug is CC(C)(C)n1cnc2cc(NC(=O)c3ccc(Cl)cc3)ccc21. (10) The compound is COc1cccc2sc(=NC(=O)CS(=O)(=O)c3ccc(Cl)cc3)n(C)c12. Results: hERG_inhib (hERG inhibition (general)): blocker.